From a dataset of Catalyst prediction with 721,799 reactions and 888 catalyst types from USPTO. Predict which catalyst facilitates the given reaction. Reactant: [C:1]([O:4][CH2:5][CH2:6][C:7]1[C:8](Br)=[N:9][C:10]([Br:13])=[N:11][CH:12]=1)(=[O:3])[CH3:2].[CH:15]1([C:18]2[NH:22][N:21]=[C:20]([NH2:23])[CH:19]=2)[CH2:17][CH2:16]1.CCN(C(C)C)C(C)C. Product: [C:1]([O:4][CH2:5][CH2:6][C:7]1[C:8]([NH:23][C:20]2[CH:19]=[C:18]([CH:15]3[CH2:17][CH2:16]3)[NH:22][N:21]=2)=[N:9][C:10]([Br:13])=[N:11][CH:12]=1)(=[O:3])[CH3:2]. The catalyst class is: 41.